From a dataset of Peptide-MHC class I binding affinity with 185,985 pairs from IEDB/IMGT. Regression. Given a peptide amino acid sequence and an MHC pseudo amino acid sequence, predict their binding affinity value. This is MHC class I binding data. The peptide sequence is RPEFVKLTM. The MHC is HLA-B08:01 with pseudo-sequence HLA-B08:01. The binding affinity (normalized) is 0.213.